From a dataset of Full USPTO retrosynthesis dataset with 1.9M reactions from patents (1976-2016). Predict the reactants needed to synthesize the given product. (1) The reactants are: [F:1][C:2]([F:13])([F:12])[C:3]1[CH:11]=[CH:10][CH:9]=[CH:8][C:4]=1[C:5](Cl)=O.[F:14][C:15]1[CH:16]=[CH:17][C:18]([OH:24])=[C:19]([C:21](=O)[CH3:22])[CH:20]=1.[OH-].[K+].Cl.O.[NH2:29][NH2:30]. Given the product [F:14][C:15]1[CH:16]=[CH:17][C:18]([OH:24])=[C:19]([C:21]2[CH:22]=[C:5]([C:4]3[CH:8]=[CH:9][CH:10]=[CH:11][C:3]=3[C:2]([F:13])([F:12])[F:1])[NH:30][N:29]=2)[CH:20]=1, predict the reactants needed to synthesize it. (2) Given the product [C:1]([C:3]1[C:12]2[C:7](=[CH:8][CH:9]=[CH:10][CH:11]=2)[C:6]([C:13]2[C:14]([S:19][C:20]([CH3:27])([CH3:26])[C:21]([OH:23])=[O:22])=[N:15][CH:16]=[CH:17][CH:18]=2)=[CH:5][CH:4]=1)#[N:2], predict the reactants needed to synthesize it. The reactants are: [C:1]([C:3]1[C:12]2[C:7](=[CH:8][CH:9]=[CH:10][CH:11]=2)[C:6]([C:13]2[C:14]([S:19][C:20]([CH3:27])([CH3:26])[C:21]([O:23]CC)=[O:22])=[N:15][CH:16]=[CH:17][CH:18]=2)=[CH:5][CH:4]=1)#[N:2].[OH-].[Na+].